Regression. Given two drug SMILES strings and cell line genomic features, predict the synergy score measuring deviation from expected non-interaction effect. From a dataset of NCI-60 drug combinations with 297,098 pairs across 59 cell lines. Drug 1: C1=CC=C(C(=C1)C(C2=CC=C(C=C2)Cl)C(Cl)Cl)Cl. Drug 2: CC12CCC3C(C1CCC2OP(=O)(O)O)CCC4=C3C=CC(=C4)OC(=O)N(CCCl)CCCl.[Na+]. Cell line: OVCAR3. Synergy scores: CSS=-11.4, Synergy_ZIP=-1.58, Synergy_Bliss=-7.37, Synergy_Loewe=-14.1, Synergy_HSA=-11.6.